Dataset: Reaction yield outcomes from USPTO patents with 853,638 reactions. Task: Predict the reaction yield, written as a fraction of the theoretical maximum amount of product (1.0 means a 100% yield; for example, 0.34 means a 34% yield). The reactants are [Br:1][C:2]1[CH:3]=[C:4]2[C:9](=[CH:10][CH:11]=1)[O:8][CH:7]([C:12]1[CH:17]=[CH:16][CH:15]=[CH:14][N:13]=1)[CH2:6][C:5]2=O.[C:19](=[N:25][Si](C)(C)C)=[N:20][Si](C)(C)C. The catalyst is C(Cl)Cl.Cl[Ti](Cl)(Cl)Cl. The product is [Br:1][C:2]1[CH:3]=[C:4]2[C:9](=[CH:10][CH:11]=1)[O:8][CH:7]([C:12]1[CH:17]=[CH:16][CH:15]=[CH:14][N:13]=1)[CH2:6][C:5]2=[N:25][C:19]#[N:20]. The yield is 0.920.